This data is from Forward reaction prediction with 1.9M reactions from USPTO patents (1976-2016). The task is: Predict the product of the given reaction. (1) Given the reactants [NH:1]1[CH2:6][CH2:5][NH:4][CH2:3][CH2:2]1.Br[C:8]1[C:13]([N+:14]([O-:16])=[O:15])=[CH:12][CH:11]=[CH:10][C:9]=1[CH3:17], predict the reaction product. The product is: [CH3:17][C:9]1[CH:10]=[CH:11][CH:12]=[C:13]([N+:14]([O-:16])=[O:15])[C:8]=1[N:1]1[CH2:6][CH2:5][NH:4][CH2:3][CH2:2]1. (2) Given the reactants [NH2:1][C:2]1[C:7]([C:8]([NH:10][C:11]2[CH:16]=[CH:15][CH:14]=[CH:13][CH:12]=2)=[O:9])=[CH:6][N:5]=[CH:4][N:3]=1.[C:17](OC(=O)C)(=O)[CH3:18], predict the reaction product. The product is: [CH3:17][C:18]1[N:10]([C:11]2[CH:12]=[CH:13][CH:14]=[CH:15][CH:16]=2)[C:8](=[O:9])[C:7]2[C:2]([N:1]=1)=[N:3][CH:4]=[N:5][CH:6]=2. (3) Given the reactants [CH:1]1([CH2:6][C@H:7]([CH2:38][N:39]([CH:48]=[O:49])[O:40]CC2C=CC=CC=2)[C:8]([N:10]2[C@H:14]([C:15]([NH:17][C:18]3[CH:23]=[CH:22][N:21]=[C:20]([CH2:24][N:25]([CH3:27])[CH3:26])[N:19]=3)=[O:16])[CH2:13][CH2:12][N:11]2C(OCC2C=CC=CC=2)=O)=[O:9])[CH2:5][CH2:4][CH2:3][CH2:2]1, predict the reaction product. The product is: [CH:1]1([CH2:6][C@H:7]([CH2:38][N:39]([CH:48]=[O:49])[OH:40])[C:8]([N:10]2[C@H:14]([C:15]([NH:17][C:18]3[CH:23]=[CH:22][N:21]=[C:20]([CH2:24][N:25]([CH3:26])[CH3:27])[N:19]=3)=[O:16])[CH2:13][CH2:12][NH:11]2)=[O:9])[CH2:2][CH2:3][CH2:4][CH2:5]1. (4) Given the reactants [CH2:1]([O:8][C:9]([N:11]1[C:14]2([CH2:19][CH2:18][CH2:17][NH:16][CH2:15]2)[CH2:13][CH2:12]1)=[O:10])[C:2]1[CH:7]=[CH:6][CH:5]=[CH:4][CH:3]=1.Cl[C:21]1[C:22]2[CH:29]=[CH:28][NH:27][C:23]=2[N:24]=[CH:25][N:26]=1.C(=O)([O-])[O-].[K+].[K+], predict the reaction product. The product is: [CH2:1]([O:8][C:9]([N:11]1[C:14]2([CH2:19][CH2:18][CH2:17][N:16]([C:21]3[C:22]4[CH:29]=[CH:28][NH:27][C:23]=4[N:24]=[CH:25][N:26]=3)[CH2:15]2)[CH2:13][CH2:12]1)=[O:10])[C:2]1[CH:3]=[CH:4][CH:5]=[CH:6][CH:7]=1.